From a dataset of Forward reaction prediction with 1.9M reactions from USPTO patents (1976-2016). Predict the product of the given reaction. The product is: [Cl:14][C:9]1[CH:10]=[CH:11][CH:12]=[C:13]2[C:8]=1[C:7]([C:15]([NH:17][CH2:18][CH:19]1[CH2:24][CH2:23][C:22]([F:26])([F:25])[CH2:21][CH2:20]1)=[O:16])=[CH:6][N:5]2[CH:3]1[CH2:4][N:1]([CH3:29])[CH2:2]1. Given the reactants [NH:1]1[CH2:4][CH:3]([N:5]2[C:13]3[C:8](=[C:9]([Cl:14])[CH:10]=[CH:11][CH:12]=3)[C:7]([C:15]([NH:17][CH2:18][CH:19]3[CH2:24][CH2:23][C:22]([F:26])([F:25])[CH2:21][CH2:20]3)=[O:16])=[CH:6]2)[CH2:2]1.C=O.[C:29](O[BH-](OC(=O)C)OC(=O)C)(=O)C.[Na+], predict the reaction product.